Dataset: Peptide-MHC class II binding affinity with 134,281 pairs from IEDB. Task: Regression. Given a peptide amino acid sequence and an MHC pseudo amino acid sequence, predict their binding affinity value. This is MHC class II binding data. (1) The peptide sequence is GVDYTITVYAVTYYK. The MHC is DRB1_1001 with pseudo-sequence DRB1_1001. The binding affinity (normalized) is 0.420. (2) The peptide sequence is VSKAPQLVPKLDEVY. The MHC is HLA-DPA10301-DPB10402 with pseudo-sequence HLA-DPA10301-DPB10402. The binding affinity (normalized) is 0.307. (3) The peptide sequence is TVWEQILNTWLVKPG. The MHC is HLA-DPA10201-DPB10101 with pseudo-sequence HLA-DPA10201-DPB10101. The binding affinity (normalized) is 0.737.